Dataset: Forward reaction prediction with 1.9M reactions from USPTO patents (1976-2016). Task: Predict the product of the given reaction. (1) The product is: [Br:1][C:2]1[CH:3]=[CH:4][C:5]([CH:8]([C:10]2[S:11][CH:12]=[CH:13][N:14]=2)[O:9][CH:16]([CH2:21][CH:22]([CH3:24])[CH3:23])[C:17]([O:19][CH3:20])=[O:18])=[CH:6][CH:7]=1. Given the reactants [Br:1][C:2]1[CH:7]=[CH:6][C:5]([CH:8]([C:10]2[S:11][CH:12]=[CH:13][N:14]=2)[OH:9])=[CH:4][CH:3]=1.Br[CH:16]([CH2:21][CH:22]([CH3:24])[CH3:23])[C:17]([O:19][CH3:20])=[O:18], predict the reaction product. (2) The product is: [C:45]([O:44][C:42]([N:12]1[CH2:13][CH:14]2[N:9]([C:7]([O:6][C:3]([CH3:5])([CH3:4])[CH3:2])=[O:8])[CH:10]([CH2:17][C:16]([C:18]3[O:22][N:21]=[C:20]([CH2:23][CH2:24][CH2:25][O:59][C:55]4[CH:56]=[C:57]([CH3:58])[C:52]([Cl:51])=[C:53]([CH3:60])[CH:54]=4)[CH:19]=3)=[C:15]2[C:27](=[O:41])[N:28]([CH:38]2[CH2:39][CH2:40]2)[CH2:29][C:30]2[CH:35]=[CH:34][CH:33]=[C:32]([Cl:36])[C:31]=2[Cl:37])[CH2:11]1)=[O:43])([CH3:46])([CH3:47])[CH3:48]. Given the reactants Cl[C:2](Cl)(Cl)[C:3]([O:6][C:7]([N:9]1[CH:14]2[C:15]([C:27](=[O:41])[N:28]([CH:38]3[CH2:40][CH2:39]3)[CH2:29][C:30]3[CH:35]=[CH:34][CH:33]=[C:32]([Cl:36])[C:31]=3[Cl:37])=[C:16]([C:18]3[O:22][N:21]=[C:20]([CH2:23][CH2:24][CH2:25]O)[CH:19]=3)[CH2:17][CH:10]1[CH2:11][N:12]([C:42]([O:44][C:45]([CH3:48])([CH3:47])[CH3:46])=[O:43])[CH2:13]2)=[O:8])([CH3:5])[CH3:4].[Cl:51][C:52]1[C:57]([CH3:58])=[CH:56][C:55]([OH:59])=[CH:54][C:53]=1[CH3:60], predict the reaction product.